From a dataset of Catalyst prediction with 721,799 reactions and 888 catalyst types from USPTO. Predict which catalyst facilitates the given reaction. (1) Reactant: C(OC(=O)[NH:7][CH2:8][C:9]1([CH3:39])[C:37](=[O:38])[C:13]2[C:14]([C:17](=[O:36])[NH:18][C:19]3[CH:24]=[CH:23][C:22]([N:25]4[CH2:30][CH2:29][N:28]([C:31](=[O:33])[CH3:32])[CH2:27][CH2:26]4)=[CH:21][C:20]=3[O:34][CH3:35])=[CH:15][O:16][C:12]=2[CH2:11][CH2:10]1)(C)(C)C.O. Product: [C:31]([N:28]1[CH2:29][CH2:30][N:25]([C:22]2[CH:23]=[CH:24][C:19]([NH:18][C:17]([C:14]3[C:13]4[C:37](=[O:38])[C:9]([CH2:8][NH2:7])([CH3:39])[CH2:10][CH2:11][C:12]=4[O:16][CH:15]=3)=[O:36])=[C:20]([O:34][CH3:35])[CH:21]=2)[CH2:26][CH2:27]1)(=[O:33])[CH3:32]. The catalyst class is: 89. (2) Reactant: [Br:1][C:2]1[CH:7]=[C:6]([F:8])[CH:5]=[CH:4][C:3]=1[O:9][CH2:10][CH:11](OCC)OCC.C(O)C. Product: [Br:1][C:2]1[C:3]2[O:9][CH:10]=[CH:11][C:4]=2[CH:5]=[C:6]([F:8])[CH:7]=1. The catalyst class is: 159. (3) Reactant: [OH-].[Na+].O1CCC[CH2:4]1.COC1C=C(C=CC=1OC[C:39]1N=[C:41]([C:45]2C=CC=CC=2)[O:42][C:43]=1[CH3:44])CN1C2C=CC=C(O[CH2:28][C:29]([O:31][CH2:32][CH3:33])=[O:30])C=2C2C1=CC=CC=2.Cl. Product: [C:29]([O:31][CH2:32][CH3:33])(=[O:30])[CH3:28].[CH:41]([O:42][CH:43]([CH3:39])[CH3:44])([CH3:45])[CH3:4]. The catalyst class is: 72. (4) Reactant: [H-].[Na+].[O:3]1[C:11]2[CH:10]=[CH:9][NH:8][C:7](=[O:12])[C:6]=2[CH:5]=[CH:4]1.C([O:15][CH:16]([O:19]CC)[CH2:17]Br)C.O. Product: [OH:15][CH:16]([OH:19])[CH2:17][N:8]1[CH:9]=[CH:10][C:11]2[O:3][CH:4]=[CH:5][C:6]=2[C:7]1=[O:12]. The catalyst class is: 3. (5) Reactant: [Cl:1][C:2]1[CH:7]=[CH:6][C:5]([C@H:8]([NH:11][S@@](C(C)(C)C)=O)[CH2:9][CH3:10])=[C:4]([F:18])[C:3]=1[O:19][C:20]1[N:21]=[N:22][CH:23]=[CH:24][CH:25]=1.Cl. Product: [ClH:1].[Cl:1][C:2]1[CH:7]=[CH:6][C:5]([C@H:8]([NH2:11])[CH2:9][CH3:10])=[C:4]([F:18])[C:3]=1[O:19][C:20]1[N:21]=[N:22][CH:23]=[CH:24][CH:25]=1. The catalyst class is: 25. (6) Reactant: Br[C:2]1[CH:3]=[C:4]([NH:17][C:18]([C:20]2[N:24]([CH:25]([CH3:27])[CH3:26])[N:23]=[CH:22][CH:21]=2)=[O:19])[C:5]2[C:9]([CH:10]=1)=[N:8][N:7](C1CCCCO1)[CH:6]=2.[CH3:28][C:29]1[NH:40][C:32]2=[N:33][CH:34]=[CH:35][C:36](B(O)O)=[C:31]2[CH:30]=1.P([O-])([O-])([O-])=O.[K+].[K+].[K+].O1CCOCC1. Product: [CH3:27][CH:25]([N:24]1[C:20]([C:18]([NH:17][C:4]2[CH:3]=[C:2]([C:36]3[CH:35]=[CH:34][N:33]=[C:32]4[NH:40][C:29]([CH3:28])=[CH:30][C:31]=34)[CH:10]=[C:9]3[C:5]=2[CH:6]=[N:7][NH:8]3)=[O:19])=[CH:21][CH:22]=[N:23]1)[CH3:26]. The catalyst class is: 24.